This data is from Full USPTO retrosynthesis dataset with 1.9M reactions from patents (1976-2016). The task is: Predict the reactants needed to synthesize the given product. (1) Given the product [CH2:1]([O:3][C:4]([C:6]1[CH:7]=[N:8][C:9]2[C:14]([C:15]=1[Cl:32])=[CH:13][CH:12]=[CH:11][C:10]=2[N+:17]([O-:19])=[O:18])=[O:5])[CH3:2], predict the reactants needed to synthesize it. The reactants are: [CH2:1]([O:3][C:4]([C:6]1[C:15](=O)[C:14]2[C:9](=[C:10]([N+:17]([O-:19])=[O:18])[CH:11]=[CH:12][CH:13]=2)[NH:8][CH:7]=1)=[O:5])[CH3:2].CC(N(C)C)=O.C([O-])(=O)C.S(Cl)([Cl:32])=O. (2) Given the product [CH3:22][NH:23][S:24]([C:27]1[CH:28]=[C:29]2[C:33](=[CH:34][CH:35]=1)[NH:32][C:31](=[O:36])/[C:30]/2=[CH:20]\[C:12]1[NH:13][C:14]2[CH2:15][CH2:16][CH2:17][CH2:18][C:19]=2[C:11]=1[CH2:10][CH2:9][CH2:8][N:5]1[CH2:4][CH2:3][CH:2]([OH:1])[CH2:7][CH2:6]1)(=[O:26])=[O:25], predict the reactants needed to synthesize it. The reactants are: [OH:1][CH:2]1[CH2:7][CH2:6][N:5]([CH2:8][CH2:9][CH2:10][C:11]2[C:19]3[CH2:18][CH2:17][CH2:16][CH2:15][C:14]=3[NH:13][C:12]=2[CH:20]=O)[CH2:4][CH2:3]1.[CH3:22][NH:23][S:24]([C:27]1[CH:28]=[C:29]2[C:33](=[CH:34][CH:35]=1)[NH:32][C:31](=[O:36])[CH2:30]2)(=[O:26])=[O:25]. (3) Given the product [CH2:1]([O:3][C:4](=[O:6])[CH2:5][O:26][C:25]1[CH:31]=[CH:32][C:22]([S:21][C:10]2[CH:9]=[C:8]([C:35]#[C:34][C:36]3[CH:37]=[CH:38][C:39]([S:42]([CH3:45])(=[O:44])=[O:43])=[CH:40][CH:41]=3)[CH:13]=[C:12]([O:14][CH2:15][CH:16]3[CH2:17][CH2:18][CH2:19][CH2:20]3)[CH:11]=2)=[CH:23][C:24]=1[CH3:33])[CH3:2], predict the reactants needed to synthesize it. The reactants are: [CH2:1]([O:3][C:4](=[O:6])[CH3:5])[CH3:2].Br[C:8]1[CH:9]=[C:10]([S:21][C:22]2[CH:32]=[CH:31][C:25]([O:26]CC(O)=O)=[C:24]([CH3:33])[CH:23]=2)[CH:11]=[C:12]([O:14][CH2:15][CH:16]2[CH2:20][CH2:19][CH2:18][CH2:17]2)[CH:13]=1.[C:34]([C:36]1[CH:41]=[CH:40][C:39]([S:42]([CH3:45])(=[O:44])=[O:43])=[CH:38][CH:37]=1)#[CH:35].O.ClCCl. (4) Given the product [F:31][C:28]1[CH:29]=[CH:30][C:22]2[N:23]([CH:27]=1)[C:24](=[O:26])[CH:25]=[C:20]([C:6]1[CH:5]=[N:4][C:3]([O:17][CH3:18])=[C:2]([F:1])[CH:7]=1)[N:21]=2, predict the reactants needed to synthesize it. The reactants are: [F:1][C:2]1[C:3]([O:17][CH3:18])=[N:4][CH:5]=[C:6](B2OC(C)(C)C(C)(C)O2)[CH:7]=1.Cl[C:20]1[N:21]=[C:22]2[CH:30]=[CH:29][C:28]([F:31])=[CH:27][N:23]2[C:24](=[O:26])[CH:25]=1. (5) Given the product [CH:21]1([CH2:26][N:14]2[C:13](=[O:16])[C:12]([C:17]([O:19][CH3:20])=[O:18])=[CH:11][C:10]([C:4]3[CH:5]=[CH:6][C:7]([O:8][CH3:9])=[C:2]([F:1])[CH:3]=3)=[N:15]2)[CH2:25][CH2:24][CH2:23][CH2:22]1, predict the reactants needed to synthesize it. The reactants are: [F:1][C:2]1[CH:3]=[C:4]([C:10]2[CH:11]=[C:12]([C:17]([O:19][CH3:20])=[O:18])[C:13](=[O:16])[NH:14][N:15]=2)[CH:5]=[CH:6][C:7]=1[O:8][CH3:9].[CH:21]1([CH2:26]Br)[CH2:25][CH2:24][CH2:23][CH2:22]1. (6) Given the product [CH:19]([N:18]1[C:14]([C:12]2[N:13]=[C:6]3[C:5]4[CH:22]=[CH:23][C:2]([CH:25]([C:26]([O:28][CH2:29][CH3:30])=[O:27])[C:24]([O:32][CH2:33][CH3:34])=[O:31])=[CH:3][C:4]=4[O:10][CH2:9][CH2:8][N:7]3[CH:11]=2)=[N:15][CH:16]=[N:17]1)([CH3:21])[CH3:20], predict the reactants needed to synthesize it. The reactants are: Br[C:2]1[CH:23]=[CH:22][C:5]2[C:6]3[N:7]([CH:11]=[C:12]([C:14]4[N:18]([CH:19]([CH3:21])[CH3:20])[N:17]=[CH:16][N:15]=4)[N:13]=3)[CH2:8][CH2:9][O:10][C:4]=2[CH:3]=1.[C:24]([O:32][CH2:33][CH3:34])(=[O:31])[CH2:25][C:26]([O:28][CH2:29][CH3:30])=[O:27].C1(P(C2CCCCC2)C2C=CC=CC=2C2C=CC=CC=2N(C)C)CCCCC1.P([O-])([O-])([O-])=O.[K+].[K+].[K+]. (7) Given the product [CH2:7]([C@H:11]1[CH2:12][O:13][CH2:14][CH2:15][NH:16]1)[CH:8]([CH3:10])[CH3:9], predict the reactants needed to synthesize it. The reactants are: [H-].[Al+3].[Li+].[H-].[H-].[H-].[CH2:7]([C@@H:11]1[NH:16][C:15](=O)[CH2:14][O:13][CH2:12]1)[CH:8]([CH3:10])[CH3:9]. (8) Given the product [CH3:58][N:59]([CH2:60][CH2:61][O:34][C:35]1[CH:44]=[C:43]2[C:38]([C:39]([O:45][C:46]3[CH:47]=[C:48]4[C:52](=[CH:53][CH:54]=3)[NH:51][C:50]([CH3:55])=[CH:49]4)=[N:40][CH:41]=[N:42]2)=[CH:37][C:36]=1[O:56][CH3:57])[CH3:63], predict the reactants needed to synthesize it. The reactants are: C1(P(C2C=CC=CC=2)C2C=CC=CC=2)C=CC=CC=1.N(C(OC(C)C)=O)=NC(OC(C)C)=O.[OH:34][C:35]1[CH:44]=[C:43]2[C:38]([C:39]([O:45][C:46]3[CH:47]=[C:48]4[C:52](=[CH:53][CH:54]=3)[NH:51][C:50]([CH3:55])=[CH:49]4)=[N:40][CH:41]=[N:42]2)=[CH:37][C:36]=1[O:56][CH3:57].[CH3:58][N:59]([CH3:63])[CH2:60][CH2:61]O. (9) Given the product [N:1]1([C:8]2[N:12]3[CH:13]=[C:14]([O:17][C@H:18]4[C:27]5[C:22](=[CH:23][CH:24]=[CH:25][CH:26]=5)[C@@H:21]([NH:28][C:33]([NH:34][C:35]5[N:36]([C:44]6[CH:49]=[CH:48][C:47]([CH3:50])=[CH:46][CH:45]=6)[N:37]=[C:38]([C:40]([CH3:43])([CH3:42])[CH3:41])[CH:39]=5)=[O:32])[CH2:20][CH2:19]4)[CH:15]=[CH:16][C:11]3=[N:10][N:9]=2)[CH2:2][CH2:3][CH2:4][CH2:5][CH2:6][CH2:7]1, predict the reactants needed to synthesize it. The reactants are: [N:1]1([C:8]2[N:12]3[CH:13]=[C:14]([O:17][C@H:18]4[C:27]5[C:22](=[CH:23][CH:24]=[CH:25][CH:26]=5)[C@@H:21]([NH2:28])[CH2:20][CH2:19]4)[CH:15]=[CH:16][C:11]3=[N:10][N:9]=2)[CH2:7][CH2:6][CH2:5][CH2:4][CH2:3][CH2:2]1.ClC(Cl)(Cl)C[O:32][C:33](=O)[NH:34][C:35]1[N:36]([C:44]2[CH:49]=[CH:48][C:47]([CH3:50])=[CH:46][CH:45]=2)[N:37]=[C:38]([C:40]([CH3:43])([CH3:42])[CH3:41])[CH:39]=1.CCN(C(C)C)C(C)C.